Task: Predict the reaction yield, written as a fraction of the theoretical maximum amount of product (1.0 means a 100% yield; for example, 0.34 means a 34% yield).. Dataset: Reaction yield outcomes from USPTO patents with 853,638 reactions (1) The reactants are Br[C:2]1[CH:3]=[C:4]2[N:9]([CH:10]=1)[N:8]=[CH:7][N:6]=[C:5]2[NH2:11].[CH3:12][Zn]C. The catalyst is O1CCOCC1. The product is [CH3:12][C:2]1[CH:3]=[C:4]2[N:9]([CH:10]=1)[N:8]=[CH:7][N:6]=[C:5]2[NH2:11]. The yield is 0.790. (2) The reactants are [NH2:1][C:2]1[CH:10]=[CH:9][C:8]([Cl:11])=[CH:7][C:3]=1[C:4]([OH:6])=O.Cl.[CH3:13][O:14][C:15](=[O:26])[CH:16]([NH2:25])[CH2:17][C:18]1[CH:23]=[CH:22][C:21]([Br:24])=[CH:20][CH:19]=1.CN(C(ON1N=NC2C=CC=CC1=2)=[N+](C)C)C.F[P-](F)(F)(F)(F)F.C(N(C(C)C)CC)(C)C. No catalyst specified. The product is [CH3:13][O:14][C:15](=[O:26])[CH:16]([NH:25][C:4](=[O:6])[C:3]1[CH:7]=[C:8]([Cl:11])[CH:9]=[CH:10][C:2]=1[NH2:1])[CH2:17][C:18]1[CH:23]=[CH:22][C:21]([Br:24])=[CH:20][CH:19]=1. The yield is 0.600. (3) The reactants are Br[CH2:2][C:3]1[CH:8]=[CH:7][C:6]([Cl:9])=[C:5]([O:10][CH3:11])[CH:4]=1.[C-:12]#[N:13].[Na+]. The catalyst is C(O)C. The product is [Cl:9][C:6]1[CH:7]=[CH:8][C:3]([CH2:2][C:12]#[N:13])=[CH:4][C:5]=1[O:10][CH3:11]. The yield is 0.480. (4) The reactants are C1C=CC2N(O)N=NC=2C=1.O.C(N(CC)C(C)C)(C)C.[CH3:21][C@H:22]([NH:26][C:27]([O:29][C:30]([CH3:33])([CH3:32])[CH3:31])=[O:28])[C:23]([OH:25])=O.Cl.CN(C)CCCN=C=NCC.[NH2:46][CH:47]1[N:53]=[C:52]([C:54]2[CH:59]=[CH:58][CH:57]=[CH:56][CH:55]=2)[C:51]2[CH:60]=[CH:61][CH:62]=[CH:63][C:50]=2[N:49]([CH2:64][CH2:65][CH2:66][C:67]([F:70])([F:69])[F:68])[C:48]1=[O:71]. The catalyst is C1COCC1.C(Cl)Cl. The product is [C:30]([O:29][C:27]([NH:26][C@H:22]([C:23]([NH:46][CH:47]1[N:53]=[C:52]([C:54]2[CH:55]=[CH:56][CH:57]=[CH:58][CH:59]=2)[C:51]2[CH:60]=[CH:61][CH:62]=[CH:63][C:50]=2[N:49]([CH2:64][CH2:65][CH2:66][C:67]([F:69])([F:68])[F:70])[C:48]1=[O:71])=[O:25])[CH3:21])=[O:28])([CH3:33])([CH3:32])[CH3:31]. The yield is 0.830. (5) The reactants are [CH3:1][NH:2][C:3]1[CH:8]=[CH:7][N:6]=[C:5]([NH2:9])[CH:4]=1.Br[CH2:11][C:12]([C:14]1[CH:19]=[CH:18][C:17]([S:20][CH3:21])=[CH:16][CH:15]=1)=O. No catalyst specified. The product is [CH3:1][NH:2][C:3]1[CH:8]=[CH:7][N:6]2[CH:11]=[C:12]([C:14]3[CH:19]=[CH:18][C:17]([S:20][CH3:21])=[CH:16][CH:15]=3)[N:9]=[C:5]2[CH:4]=1. The yield is 0.150.